Dataset: Full USPTO retrosynthesis dataset with 1.9M reactions from patents (1976-2016). Task: Predict the reactants needed to synthesize the given product. (1) Given the product [N:12]1([C:6]([C@H:5]2[CH2:10][C@@H:8]([OH:7])[CH2:9][N:4]2[C:1](=[O:3])[CH3:2])=[O:11])[CH2:18][CH2:17][CH2:16][NH:15][CH2:14][CH2:13]1, predict the reactants needed to synthesize it. The reactants are: [C:1]([N:4]1[CH2:9][C@H:8]2[CH2:10][C@@H:5]1[C:6](=[O:11])[O:7]2)(=[O:3])[CH3:2].[NH:12]1[CH2:18][CH2:17][CH2:16][NH:15][CH2:14][CH2:13]1. (2) Given the product [CH2:1]([C:3]1[CH:26]=[CH:25][CH:24]=[C:23]([CH3:27])[C:4]=1[CH2:5][NH:6][C:7]1[C:8]2[N:9]([C:18]([CH3:22])=[C:19]([CH3:21])[N:20]=2)[CH:10]=[C:11]([C:13]([OH:15])=[O:14])[N:12]=1)[CH3:2], predict the reactants needed to synthesize it. The reactants are: [CH2:1]([C:3]1[CH:26]=[CH:25][CH:24]=[C:23]([CH3:27])[C:4]=1[CH2:5][NH:6][C:7]1[C:8]2[N:9]([C:18]([CH3:22])=[C:19]([CH3:21])[N:20]=2)[CH:10]=[C:11]([C:13]([O:15]CC)=[O:14])[N:12]=1)[CH3:2].[OH-].[Na+]. (3) Given the product [NH2:12][C:11]1[C:7]([C:5]([NH:4][CH:1]([CH3:3])[CH3:2])=[O:6])=[N:8][NH:9][CH:10]=1, predict the reactants needed to synthesize it. The reactants are: [CH:1]([NH:4][C:5]([C:7]1[C:11]([N+:12]([O-])=O)=[CH:10][NH:9][N:8]=1)=[O:6])([CH3:3])[CH3:2]. (4) Given the product [CH3:15][NH:17][C:4](=[O:5])/[CH:3]=[C:2](\[CH3:1])/[CH2:7][CH2:8][CH:9]=[C:10]([CH3:12])[CH3:11], predict the reactants needed to synthesize it. The reactants are: [CH3:1]/[C:2](/[CH2:7][CH2:8][CH:9]=[C:10]([CH3:12])[CH3:11])=[CH:3]\[C:4](O)=[O:5].CN.[CH2:15]([N:17](CC)CC)C.C1C=CC(P(N=[N+]=[N-])(C2C=CC=CC=2)=O)=CC=1. (5) Given the product [O:19]=[C:18]1[CH2:17][CH:16]2[CH2:15][N:4]([C:5]([O:6][CH2:7][C:8]3[CH:9]=[CH:10][CH:11]=[CH:12][CH:13]=3)=[O:14])[CH2:1][CH:2]2[CH2:3]1, predict the reactants needed to synthesize it. The reactants are: [CH2:1]([N:4]([CH2:15][C:16]#[CH:17])[C:5](=[O:14])[O:6][CH2:7][C:8]1[CH:13]=[CH:12][CH:11]=[CH:10][CH:9]=1)[CH:2]=[CH2:3].[CH2:18](COC)[O:19]C. (6) Given the product [C:70]([CH2:69][CH2:68][CH2:67][N:9]([CH3:8])[C@H:10]([C:14]([NH:16][C@H:17]([C:21]([N:23]([C@@H:25]([C@@H:62]([CH3:65])[CH2:63][CH3:64])[C@H:26]([O:60][CH3:61])[CH2:27][C:28]([N:30]1[CH2:34][CH2:33][CH2:32][C@H:31]1[C@H:35]([O:58][CH3:59])[C@@H:36]([CH3:57])[C:37]([NH:39][C@@:40]1([C:49]([N:51]2[CH2:56][CH2:55][CH2:54][CH2:53][O:52]2)=[O:50])[CH2:42][C@@H:41]1[C:43]1[CH:44]=[CH:45][CH:46]=[CH:47][CH:48]=1)=[O:38])=[O:29])[CH3:24])=[O:22])[CH:18]([CH3:19])[CH3:20])=[O:15])[CH:11]([CH3:12])[CH3:13])([OH:72])=[O:71], predict the reactants needed to synthesize it. The reactants are: FC(F)(F)C(O)=O.[CH3:8][NH:9][C@H:10]([C:14]([NH:16][C@H:17]([C:21]([N:23]([C@@H:25]([C@@H:62]([CH3:65])[CH2:63][CH3:64])[C@H:26]([O:60][CH3:61])[CH2:27][C:28]([N:30]1[CH2:34][CH2:33][CH2:32][C@H:31]1[C@H:35]([O:58][CH3:59])[C@@H:36]([CH3:57])[C:37]([NH:39][C@@:40]1([C:49]([N:51]2[CH2:56][CH2:55][CH2:54][CH2:53][O:52]2)=[O:50])[CH2:42][C@@H:41]1[C:43]1[CH:48]=[CH:47][CH:46]=[CH:45][CH:44]=1)=[O:38])=[O:29])[CH3:24])=[O:22])[CH:18]([CH3:20])[CH3:19])=[O:15])[CH:11]([CH3:13])[CH3:12].O=[CH:67][CH2:68][CH2:69][C:70]([OH:72])=[O:71].C([BH3-])#N.[Na+].Cl. (7) Given the product [C:1]([C:3]1[CH:8]=[CH:7][C:6]([CH:9]2[C:14]([C:15]([OH:17])=[O:16])=[C:13]([CH3:21])[N:12]([C:22]3[CH:27]=[CH:26][CH:25]=[C:24]([C:28]([F:30])([F:31])[F:29])[CH:23]=3)[C:11](=[O:32])[NH:10]2)=[C:5]([S:33]([CH2:36][CH3:37])(=[O:34])=[O:35])[CH:4]=1)#[N:2], predict the reactants needed to synthesize it. The reactants are: [C:1]([C:3]1[CH:8]=[CH:7][C:6]([CH:9]2[C:14]([C:15]([O:17]CC=C)=[O:16])=[C:13]([CH3:21])[N:12]([C:22]3[CH:27]=[CH:26][CH:25]=[C:24]([C:28]([F:31])([F:30])[F:29])[CH:23]=3)[C:11](=[O:32])[NH:10]2)=[C:5]([S:33]([CH2:36][CH3:37])(=[O:35])=[O:34])[CH:4]=1)#[N:2].N1CCOCC1.